Dataset: Experimentally validated miRNA-target interactions with 360,000+ pairs, plus equal number of negative samples. Task: Binary Classification. Given a miRNA mature sequence and a target amino acid sequence, predict their likelihood of interaction. (1) The miRNA is mmu-miR-411-5p with sequence UAGUAGACCGUAUAGCGUACG. The protein sequence of the target gene is MKEEAFLRRRFSLCPPASTPQKTDPRKVPRNLLLGCENELGPITPGRDMESNGPSQPRDEEPQTPGSATKVPLAEYRLCNGSDKECTSPTTRVSKKDALKAQKENYRQEKKRATKQLFSALTDPSVVIMADSLKIRGTLKSWTKLWCVLKPGVLLIYKTPKVGQWVGTVLLHCCELIERPSKKDGFCFKLFHPLDQSVWAVKGPKGESVGSITQPLPSSYLIFRAASESDGRCWLDALELALRCSSLLRLSTCKQGRDGEQGSSPDASPSSLYGLPTSATIPDQDLFPLNGSALENDAFS.... Result: 0 (no interaction). (2) The miRNA is hsa-miR-4456 with sequence CCUGGUGGCUUCCUUUU. The protein sequence of the target gene is MKGSNRNKDHSAEGEGVGKRPKRKCLQWHPLLAKKLLDFSEEEEEEDEEEDIDKVQLLGADGLEQDVGETEDDESPEQRARRPMNAFLLFCKRHRSLVRQEHPRLDNRGATKILADWWAVLDPKEKQKYTDMAKEYKDAFMKANPGYKWCPTTNKPVKSPTPTVNPRKKLWAFPSDSSRDLPSPKKAKTEEMPQLNFGMADPTQMGGLSMLLLAGEHALGTPEVSSGTCRPDVSESPELRQKSPLFQFAEISSSTSHSDASTKQCQTSALFQFAEISSNTSQLGGAEPVKRCGKSALFQL.... Result: 1 (interaction). (3) The miRNA is hsa-miR-4325 with sequence UUGCACUUGUCUCAGUGA. The protein sequence of the target gene is MGFWILAILTILMYSTAAKFSKQSWGLENEALIVRCPRQGKPSYTVDWYYSQTNKSIPTQERNRVFASGQLLKFLPAAVADSGIYTCIVRSPTFNRTGYANVTIYKKQSDCNVPDYLMYSTVSGSEKNSKIYCPTIDLYNWTAPLEWFKNCQALQGSRYRAHKSFLVIDNVMTEDAGDYTCKFIHNENGANYSVTATRSFTVKDEQGFSLFPVIGAPAQNEIKEVEIGKNANLTCSACFGKGTQFLAAVLWQLNGTKITDFGEPRIQQEEGQNQSFSNGLACLDMVLRIADVKEEDLLLQ.... Result: 0 (no interaction). (4) The miRNA is hsa-miR-4646-3p with sequence AUUGUCCCUCUCCCUUCCCAG. The protein sequence of the target gene is MKAAVLDLGSLLAKLFETSTAPPAGPSSRPSGGAAAAGSGGSRAGTPLGTAPTLLRALAPDSPSASRRSPAPLLSSPYSRGSAASRAAGAVGTLLSWPSSPRAGKAPPQPPTPSGGGCSPARLVVPARPPSGPGGVWAALPRNPLQPGPGERELGACVAPGAGPRTLFLTLPDIGEEGASDGDSGDGEARGLSEGRRRHGFTVRSKDSLPTHFTRNVQKAIDKYTCKSLSSFSSSGSHTPTGAHTSWSGSATQSSTTGSSTERGSVYSWRDDEFDEASSQSVQRLLWEVEEMLFEGKVNP.... Result: 0 (no interaction). (5) The miRNA is hsa-miR-7152-5p with sequence UUUCCUGUCCUCCAACCAGACC. The protein sequence of the target gene is MPVQAAQWTEFLSCPICYNEFDENVHKPISLGCSHTVCKTCLNKLHRKACPFDQTAINTDIDVLPVNFALLQLVGAQVPDHQSIKLSNLGENKHYEVAKKCVEDLALYLKPLSGGKGVASLNQSALSRPMQRKLVTLVNCQLVEEEGRVRAMRAARSLGERTVTELILQHQNPQQLSANLWAAVRARGCQFLGPAMQEEALKLVLLALEDGSALSRKVLVLFVVQRLEPRFPQASKTSIGHVVQLLYRASCFKVTKRDEDSSLMQLKEEFRSYEALRREHDAQIVHIAMEAGLRISPEQW.... Result: 0 (no interaction). (6) The miRNA is hsa-miR-548k with sequence AAAAGUACUUGCGGAUUUUGCU. The protein sequence of the target gene is MPPPSDIVKVAIEWPGAYPKLMEIDQKKPLSAIIKEVCDGWSLANHEYFALQHADSSNFYITEKNRNEIKNGTILRLTTSPAQNAQQLHERIQSSSMDAKLEALKDLASLSRDVTFAQEFINLDGISLLTQMVESGTERYQKLQKIMKPCFGDMLSFTLTAFVELMDHGIVSWDTFSVAFIKKIASFVNKSAIDISILQRSLAILESMVLNSHDLYQKVAQEITIGQLIPHLQGTDQEIQTYTIAVINALFLKAPDERRQEMANILAQKQLRYIILTHVIRAQRAINNEMAHQLYVLQVL.... Result: 0 (no interaction). (7) The miRNA is hsa-miR-4700-3p with sequence CACAGGACUGACUCCUCACCCCAGUG. The protein sequence of the target gene is MGVLMSKRQTVEQVQKVSLAVSAFKDGLRDRPSIRRGGELPGSRRGTVEGSVQEVQEEKEAEASAPVVQEESSINRAAWERLRDGRGVEPEEFDRTSRFTPPAFIRPTRKLDDDKPPDICLEPREPVVNDEMCDVCEVWTAESLFPCRVCTRVFHDGCLRRMGYLQGDSAVEVTEMAHTETGWSCYYCDNLNLLLTEEEMYSLTETFQRCKVIPDCSLTLEDFVRYRHQAAKRGESSRALTDEQEEQAARQFAALDPEQRGHVEWSDFLSHESLLLLLQLRPQNSLLRLLTVKERERARA.... Result: 0 (no interaction).